From a dataset of Reaction yield outcomes from USPTO patents with 853,638 reactions. Predict the reaction yield, written as a fraction of the theoretical maximum amount of product (1.0 means a 100% yield; for example, 0.34 means a 34% yield). (1) The reactants are [OH:1][C:2]1[CH:7]=[C:6]([O:8][CH2:9][O:10][CH3:11])[CH:5]=[CH:4][C:3]=1[C:12]1[C:13]([CH2:25][OH:26])=[C:14]2[C:19](=[CH:20][CH:21]=1)[NH:18][C:17]([CH3:23])([CH3:22])[CH:16]=[C:15]2[CH3:24].CI.[C:29](=O)([O-])[O-].[K+].[K+]. The catalyst is CN(C)C=O.C(OCC)(=O)C.C(OCC)C. The product is [OH:26][CH2:25][C:13]1[C:12]([C:3]2[CH:4]=[CH:5][C:6]([O:8][CH2:9][O:10][CH3:11])=[CH:7][C:2]=2[O:1][CH3:29])=[CH:21][CH:20]=[C:19]2[C:14]=1[C:15]([CH3:24])=[CH:16][C:17]([CH3:23])([CH3:22])[NH:18]2. The yield is 0.660. (2) The reactants are O[CH:2]=[C:3]1[C:11]2[C:6](=[CH:7][CH:8]=[C:9]([C:12]([C:14]3[CH:19]=[CH:18][C:17]([NH:20][C:21]([C:23]4[N:24]([CH2:29][CH3:30])[N:25]=[C:26]([CH3:28])[CH:27]=4)=[O:22])=[CH:16][CH:15]=3)=[O:13])[CH:10]=2)[NH:5][C:4]1=[O:31].[NH2:32][C:33]1[CH:34]=[CH:35][C:36](OC)=[C:37]([OH:39])[CH:38]=1.[CH2:42]1COCC1. No catalyst specified. The product is [OH:39][C:37]1[CH:38]=[C:33]([NH:32][CH:2]=[C:3]2[C:11]3[C:6](=[CH:7][CH:8]=[C:9]([C:12]([C:14]4[CH:15]=[CH:16][C:17]([NH:20][C:21]([C:23]5[N:24]([CH2:29][CH3:30])[N:25]=[C:26]([CH3:28])[CH:27]=5)=[O:22])=[CH:18][CH:19]=4)=[O:13])[CH:10]=3)[NH:5][C:4]2=[O:31])[CH:34]=[CH:35][C:36]=1[CH3:42]. The yield is 0.620. (3) The reactants are [C:1]([C:7]([O:9][CH3:10])=[O:8])#[C:2][C:3]([O:5][CH3:6])=[O:4].[O:11]1[C:15]2[CH:16]=[CH:17][C:18]([CH:20]3[CH2:22][NH:21]3)=[CH:19][C:14]=2[O:13][CH2:12]1. The catalyst is O1CCCC1. The product is [CH3:6][O:5][C:3](=[O:4])[C:2]([N:21]1[CH2:22][CH:20]1[C:18]1[CH:17]=[CH:16][C:15]2[O:11][CH2:12][O:13][C:14]=2[CH:19]=1)=[CH:1][C:7]([O:9][CH3:10])=[O:8]. The yield is 0.570. (4) The reactants are [CH3:1][O:2][C:3]1[C:12]2[CH2:11][CH2:10][C:9]([CH3:14])([CH3:13])[CH2:8][C:7]=2[C:6]2[C:15]3[C:16](=[C:18](O)[N:19]=[CH:20][N:21]=3)[O:17][C:5]=2[N:4]=1.P(Cl)(Cl)([Cl:25])=O. No catalyst specified. The product is [Cl:25][C:18]1[C:16]2[O:17][C:5]3[N:4]=[C:3]([O:2][CH3:1])[C:12]4[CH2:11][CH2:10][C:9]([CH3:14])([CH3:13])[CH2:8][C:7]=4[C:6]=3[C:15]=2[N:21]=[CH:20][N:19]=1. The yield is 0.500. (5) The reactants are [N+:1]([C:4]1[CH:5]=[CH:6][C:7]([NH:10][CH2:11][CH2:12][OH:13])=[N:8][CH:9]=1)([O-])=O. The catalyst is O1CCCC1.[Pd]. The product is [NH2:1][C:4]1[CH:5]=[CH:6][C:7]([NH:10][CH2:11][CH2:12][OH:13])=[N:8][CH:9]=1. The yield is 0.900.